From a dataset of Forward reaction prediction with 1.9M reactions from USPTO patents (1976-2016). Predict the product of the given reaction. Given the reactants [Br:1][C:2]1[CH:3]=[C:4]([C:12]([O:14]C)=O)[C:5](=[O:11])[NH:6][C:7]=1[CH:8]([F:10])[F:9].[NH2:16][CH:17]([CH3:21])[CH2:18][O:19][CH3:20].Cl, predict the reaction product. The product is: [Br:1][C:2]1[CH:3]=[C:4]([C:12]([NH:16][CH:17]([CH3:21])[CH2:18][O:19][CH3:20])=[O:14])[C:5](=[O:11])[NH:6][C:7]=1[CH:8]([F:9])[F:10].